From a dataset of Catalyst prediction with 721,799 reactions and 888 catalyst types from USPTO. Predict which catalyst facilitates the given reaction. (1) Reactant: [CH3:1][N:2]1[CH:6]=[C:5]([C:7]2[CH:8]=[CH:9][C:10]3[N:11]([C:13]([C:16]([C:18]4[CH:19]=[C:20]5[C:25](=[CH:26][CH:27]=4)[N:24]=[CH:23][CH:22]=[CH:21]5)=[CH2:17])=[CH:14][N:15]=3)[N:12]=2)[CH:4]=[N:3]1. Product: [CH3:1][N:2]1[CH:6]=[C:5]([C:7]2[CH:8]=[CH:9][C:10]3[N:11]([C:13]([CH:16]([C:18]4[CH:19]=[C:20]5[C:25](=[CH:26][CH:27]=4)[NH:24][CH2:23][CH2:22][CH2:21]5)[CH3:17])=[CH:14][N:15]=3)[N:12]=2)[CH:4]=[N:3]1. The catalyst class is: 29. (2) Reactant: [N+:1]([C:4]1[C:12]2[O:11][C:10]([C:13]([O:15]C)=[O:14])=[CH:9][C:8]=2[CH:7]=[CH:6][CH:5]=1)([O-:3])=[O:2].[OH-].[K+]. Product: [N+:1]([C:4]1[C:12]2[O:11][C:10]([C:13]([OH:15])=[O:14])=[CH:9][C:8]=2[CH:7]=[CH:6][CH:5]=1)([O-:3])=[O:2]. The catalyst class is: 8. (3) Reactant: [C:1]([O:5][C:6]([NH:8][C@@H:9]([CH2:13][CH2:14][CH3:15])[C:10]([OH:12])=O)=[O:7])([CH3:4])([CH3:3])[CH3:2].CCN=C=NC[CH2:22][CH2:23][N:24]([CH3:26])C.Cl.CN1CCOCC1.N1CCC1. Product: [N:24]1([C:10](=[O:12])[C@@H:9]([NH:8][C:6](=[O:7])[O:5][C:1]([CH3:2])([CH3:3])[CH3:4])[CH2:13][CH2:14][CH3:15])[CH2:23][CH2:22][CH2:26]1. The catalyst class is: 2. (4) Reactant: [CH3:1][C:2]1[C:7]([N+:8]([O-:10])=[O:9])=[CH:6][N:5]=[C:4]([OH:11])[CH:3]=1.C(N(CC)CC)C.[F:19][C:20]([F:33])([F:32])[S:21](O[S:21]([C:20]([F:33])([F:32])[F:19])(=[O:23])=[O:22])(=[O:23])=[O:22].C(=O)(O)[O-].[Na+]. Product: [F:19][C:20]([F:33])([F:32])[S:21]([O:11][C:4]1[CH:3]=[C:2]([CH3:1])[C:7]([N+:8]([O-:10])=[O:9])=[CH:6][N:5]=1)(=[O:23])=[O:22]. The catalyst class is: 4.